From a dataset of Full USPTO retrosynthesis dataset with 1.9M reactions from patents (1976-2016). Predict the reactants needed to synthesize the given product. (1) Given the product [CH3:30][C:10]1[N:9]=[C:8]([C:4]2[CH:3]=[C:2]([C:33]3[CH:41]=[CH:40][CH:39]=[C:35]([C:36]([OH:38])=[O:37])[CH:34]=3)[CH:7]=[CH:6][CH:5]=2)[N:16]2[C:11]=1[CH:12]=[N:13][C:14]([NH:17][C:18]1[CH:23]=[C:22]([O:24][CH3:25])[C:21]([O:26][CH3:27])=[C:20]([O:28][CH3:29])[CH:19]=1)=[N:15]2, predict the reactants needed to synthesize it. The reactants are: Br[C:2]1[CH:3]=[C:4]([C:8]2[N:16]3[C:11]([CH:12]=[N:13][C:14]([NH:17][C:18]4[CH:23]=[C:22]([O:24][CH3:25])[C:21]([O:26][CH3:27])=[C:20]([O:28][CH3:29])[CH:19]=4)=[N:15]3)=[C:10]([CH3:30])[N:9]=2)[CH:5]=[CH:6][CH:7]=1.OB(O)[C:33]1[CH:34]=[C:35]([CH:39]=[CH:40][CH:41]=1)[C:36]([OH:38])=[O:37].C(=O)([O-])[O-].[K+].[K+].COCCOC. (2) Given the product [Cl:27][C:22]1[CH:21]=[C:20]([C:6]2[CH:5]=[C:4]([C:1]([NH2:2])=[O:3])[C:16]3[NH:15][C:14]4[C:9]([C:8]=3[CH:7]=2)=[CH:10][C:11]([C:17]([N:42]2[CH2:37][CH2:38][CH:39]([N:53]([CH3:54])[CH3:52])[CH2:40][CH2:41]2)=[O:19])=[CH:12][CH:13]=4)[CH:25]=[CH:24][C:23]=1[Cl:26], predict the reactants needed to synthesize it. The reactants are: [C:1]([C:4]1[CH:5]=[C:6]([C:20]2[CH:25]=[CH:24][C:23]([Cl:26])=[C:22]([Cl:27])[CH:21]=2)[CH:7]=[C:8]2[C:16]=1[NH:15][C:14]1[CH:13]=[CH:12][C:11]([C:17]([OH:19])=O)=[CH:10][C:9]2=1)(=[O:3])[NH2:2].CN(C(ON1N=N[C:38]2[CH:39]=[CH:40][CH:41]=[N:42][C:37]1=2)=[N+](C)C)C.F[P-](F)(F)(F)(F)F.[CH3:52][N:53](C=O)[CH3:54]. (3) Given the product [Cl:28][C:26]1[CH:27]=[C:7]2[C:6]([OH:29])=[C:5]([C:3]([NH:30][C@H:31]([CH3:32])[C:33]([OH:35])=[O:34])=[O:4])[C:10](=[O:11])[N:9]([CH2:12][C:13]3[CH:14]=[CH:15][C:16]([C:19]4[CH:20]=[CH:21][CH:22]=[CH:23][CH:24]=4)=[CH:17][CH:18]=3)[N:8]2[CH:25]=1, predict the reactants needed to synthesize it. The reactants are: CO[C:3]([C:5]1[C:10](=[O:11])[N:9]([CH2:12][C:13]2[CH:18]=[CH:17][C:16]([C:19]3[CH:24]=[CH:23][CH:22]=[CH:21][CH:20]=3)=[CH:15][CH:14]=2)[N:8]2[CH:25]=[C:26]([Cl:28])[CH:27]=[C:7]2[C:6]=1[OH:29])=[O:4].[NH2:30][C@@H:31]([C:33]([OH:35])=[O:34])[CH3:32].C[O-].[Na+]. (4) Given the product [Si:25]([O:24][CH2:23][C:15]1[C:16]([S:19]([CH3:22])(=[O:20])=[O:21])=[CH:17][C:18]2[N:10]3[CH2:9][CH2:8][N:7]=[C:42]([CH:43]([CH3:45])[CH3:44])[C:11]3=[CH:12][C:13]=2[CH:14]=1)([C:38]([CH3:41])([CH3:39])[CH3:40])([C:32]1[CH:37]=[CH:36][CH:35]=[CH:34][CH:33]=1)[C:26]1[CH:31]=[CH:30][CH:29]=[CH:28][CH:27]=1, predict the reactants needed to synthesize it. The reactants are: C(OC(=O)[NH:7][CH2:8][CH2:9][N:10]1[C:18]2[C:13](=[CH:14][C:15]([CH2:23][O:24][Si:25]([C:38]([CH3:41])([CH3:40])[CH3:39])([C:32]3[CH:37]=[CH:36][CH:35]=[CH:34][CH:33]=3)[C:26]3[CH:31]=[CH:30][CH:29]=[CH:28][CH:27]=3)=[C:16]([S:19]([CH3:22])(=[O:21])=[O:20])[CH:17]=2)[CH:12]=[C:11]1[C:42](=O)[CH:43]([CH3:45])[CH3:44])(C)(C)C.FC(F)(F)C(O)=O. (5) Given the product [C:1]1([CH2:7][CH2:8][CH2:9][CH2:10][CH2:11][CH2:12][C:13]([C:15]2[N:20]=[N:19][C:18]([C:21]3[N:26]=[C:25]([C:27]([OH:29])=[O:28])[CH:24]=[CH:23][CH:22]=3)=[CH:17][CH:16]=2)=[O:14])[CH:6]=[CH:5][CH:4]=[CH:3][CH:2]=1, predict the reactants needed to synthesize it. The reactants are: [C:1]1([CH2:7][CH2:8][CH2:9][CH2:10][CH2:11][CH2:12][C:13]([C:15]2[N:20]=[N:19][C:18]([C:21]3[N:26]=[C:25]([C:27]([O:29]C)=[O:28])[CH:24]=[CH:23][CH:22]=3)=[CH:17][CH:16]=2)=[O:14])[CH:6]=[CH:5][CH:4]=[CH:3][CH:2]=1. (6) Given the product [F:1][C:2]([F:28])([F:29])[C:3]1[CH:23]=[C:22]([C:24]([F:27])([F:26])[F:25])[CH:21]=[CH:20][C:4]=1[CH2:5][O:6][C:7]1[CH:14]=[CH:13][C:10](/[CH:11]=[C:36]2/[C:32]([NH:31][CH3:30])=[N:33][C:34](=[O:37])[S:35]/2)=[CH:9][C:8]=1[O:15][CH2:16][CH:17]([CH3:19])[CH3:18], predict the reactants needed to synthesize it. The reactants are: [F:1][C:2]([F:29])([F:28])[C:3]1[CH:23]=[C:22]([C:24]([F:27])([F:26])[F:25])[CH:21]=[CH:20][C:4]=1[CH2:5][O:6][C:7]1[CH:14]=[CH:13][C:10]([CH:11]=O)=[CH:9][C:8]=1[O:15][CH2:16][CH:17]([CH3:19])[CH3:18].[CH3:30][NH:31][C:32]1[CH2:36][S:35][C:34](=[O:37])[N:33]=1.CC(C)([O-])C.[K+]. (7) Given the product [F:35][C:24]1[CH:23]=[C:22]([C:36]2([OH:40])[CH2:37][CH2:38][CH2:39]2)[CH:21]=[C:20]([F:19])[C:25]=1[C:42]1[N:47]=[C:46]([C:48]([OH:50])=[O:49])[CH:45]=[CH:44][C:43]=1[F:52], predict the reactants needed to synthesize it. The reactants are: FC1C=C(OC)C=C(F)C=1C1SC=C(C(O)=O)N=1.[F:19][C:20]1[CH:21]=[C:22]([C:36]2([OH:40])[CH2:39][CH2:38][CH2:37]2)[CH:23]=[C:24]([F:35])[C:25]=1B1OC(C)(C)C(C)(C)O1.Br[C:42]1[N:47]=[C:46]([C:48]([O:50]C)=[O:49])[CH:45]=[CH:44][C:43]=1[F:52].